From a dataset of Full USPTO retrosynthesis dataset with 1.9M reactions from patents (1976-2016). Predict the reactants needed to synthesize the given product. (1) Given the product [Cl:1][C:2]1[CH:3]=[CH:4][C:5]([CH:8]2[C:9]3[N:29]([CH2:31][CH2:32][OH:33])[N:30]=[C:23]([CH:25]4[CH2:26][CH2:27]4)[C:10]=3[C:11](=[O:22])[N:12]2[C:13]2[CH:18]=[C:17]([CH3:19])[C:16](=[O:20])[N:15]([CH3:21])[CH:14]=2)=[CH:6][CH:7]=1, predict the reactants needed to synthesize it. The reactants are: [Cl:1][C:2]1[CH:7]=[CH:6][C:5]([CH:8]2[N:12]([C:13]3[CH:18]=[C:17]([CH3:19])[C:16](=[O:20])[N:15]([CH3:21])[CH:14]=3)[C:11](=[O:22])[CH:10]([C:23]([CH:25]3[CH2:27][CH2:26]3)=O)[C:9]2=O)=[CH:4][CH:3]=1.[NH:29]([CH2:31][CH2:32][OH:33])[NH2:30]. (2) Given the product [CH:11]1[CH:10]=[C:9]2[C:8](=[O:13])[N:7]([CH:14]3[C:15](=[O:21])[NH:16][C:17](=[O:20])[CH2:18][CH2:19]3)[CH2:6][C:5]2=[C:4]([NH2:1])[CH:12]=1, predict the reactants needed to synthesize it. The reactants are: [N+:1]([C:4]1[CH:12]=[CH:11][CH:10]=[C:9]2[C:5]=1[CH2:6][N:7]([CH:14]1[CH2:19][CH2:18][C:17](=[O:20])[NH:16][C:15]1=[O:21])[C:8]2=[O:13])([O-])=O.[H][H].